This data is from Forward reaction prediction with 1.9M reactions from USPTO patents (1976-2016). The task is: Predict the product of the given reaction. (1) Given the reactants [C:1]1([NH2:12])[CH:2]=[CH:3][CH:4]=[C:5]2[CH2:11][CH2:10][CH2:9][CH2:8][CH2:7][C:6]=12.[C:13](OC(=O)C)(=[O:15])[CH3:14], predict the reaction product. The product is: [C:1]1([NH:12][C:13](=[O:15])[CH3:14])[C:6]2[CH2:7][CH2:8][CH2:9][CH2:10][CH2:11][C:5]=2[CH:4]=[CH:3][CH:2]=1. (2) Given the reactants [CH2:1]([O:4][N:5]([C@H:18]1[CH2:23][N:22]([C:24]([O:26][C:27]([CH3:30])([CH3:29])[CH3:28])=[O:25])[C@H:21]([C:31]([OH:33])=O)[CH:20]=[C:19]1[CH3:34])[S:6]([C:9]1[CH:14]=[CH:13][CH:12]=[CH:11][C:10]=1[N+:15]([O-:17])=[O:16])(=[O:8])=[O:7])[CH:2]=[CH2:3].[Cl-].[NH4+].C[N:38](C(ON1N=NC2C=CC=NC1=2)=[N+](C)C)C.F[P-](F)(F)(F)(F)F.CCN(C(C)C)C(C)C, predict the reaction product. The product is: [CH2:1]([O:4][N:5]([C@H:18]1[CH2:23][N:22]([C:24]([O:26][C:27]([CH3:29])([CH3:30])[CH3:28])=[O:25])[C@H:21]([C:31](=[O:33])[NH2:38])[CH:20]=[C:19]1[CH3:34])[S:6]([C:9]1[CH:14]=[CH:13][CH:12]=[CH:11][C:10]=1[N+:15]([O-:17])=[O:16])(=[O:8])=[O:7])[CH:2]=[CH2:3]. (3) Given the reactants [CH3:1][O:2][C:3]1[CH:8]=[CH:7][CH:6]=[CH:5][C:4]=1[C:9]1[O:10][C:11]([C:17]([F:20])([F:19])[F:18])=[C:12]([C:14]([OH:16])=O)[N:13]=1.[CH3:21][O:22][CH2:23][CH2:24][N:25]([CH3:33])[C:26]1[N:31]=[CH:30][C:29]([NH2:32])=[CH:28][N:27]=1, predict the reaction product. The product is: [CH3:21][O:22][CH2:23][CH2:24][N:25]([CH3:33])[C:26]1[N:27]=[CH:28][C:29]([NH:32][C:14]([C:12]2[N:13]=[C:9]([C:4]3[CH:5]=[CH:6][CH:7]=[CH:8][C:3]=3[O:2][CH3:1])[O:10][C:11]=2[C:17]([F:20])([F:19])[F:18])=[O:16])=[CH:30][N:31]=1. (4) The product is: [CH3:1][C:2]1[C:6]([C:7]2[O:8][C:9]3[CH:15]=[CH:14][C:13]([C:16]([CH3:21])([CH3:20])[C:17]([NH:46][CH:45]([C:39]4[CH:40]=[CH:41][C:42]([CH3:44])=[CH:43][C:38]=4[CH3:37])[C:47]4[CH:48]=[CH:49][CH:50]=[CH:51][CH:52]=4)=[O:18])=[CH:12][C:10]=3[CH:11]=2)=[C:5]([CH3:22])[O:4][N:3]=1. Given the reactants [CH3:1][C:2]1[C:6]([C:7]2[O:8][C:9]3[CH:15]=[CH:14][C:13]([C:16]([CH3:21])([CH3:20])[C:17](O)=[O:18])=[CH:12][C:10]=3[CH:11]=2)=[C:5]([CH3:22])[O:4][N:3]=1.C(Cl)CCl.C1C=CC2N(O)N=NC=2C=1.[CH3:37][C:38]1[CH:43]=[C:42]([CH3:44])[CH:41]=[CH:40][C:39]=1[CH:45]([C:47]1[CH:52]=[CH:51][CH:50]=[CH:49][CH:48]=1)[NH2:46], predict the reaction product. (5) Given the reactants [Cl:1][C:2]1[CH:11]=[C:10]([Cl:12])[C:9]([C:13]2[CH:18]=[CH:17][CH:16]=[CH:15][N:14]=2)=[CH:8][C:3]=1[C:4]([O:6]C)=[O:5].[Li+].[OH-].O.Cl, predict the reaction product. The product is: [Cl:1][C:2]1[CH:11]=[C:10]([Cl:12])[C:9]([C:13]2[CH:18]=[CH:17][CH:16]=[CH:15][N:14]=2)=[CH:8][C:3]=1[C:4]([OH:6])=[O:5]. (6) Given the reactants [N:1]1[CH:6]=[CH:5][C:4](B(O)O)=[CH:3][CH:2]=1.Br[C:11]1[CH:12]=[C:13]([CH:18]=[CH:19][CH:20]=1)[C:14]([O:16][CH3:17])=[O:15].C(=O)([O-])[O-].[Cs+].[Cs+], predict the reaction product. The product is: [N:1]1[CH:6]=[CH:5][C:4]([C:11]2[CH:12]=[C:13]([CH:18]=[CH:19][CH:20]=2)[C:14]([O:16][CH3:17])=[O:15])=[CH:3][CH:2]=1.